This data is from Forward reaction prediction with 1.9M reactions from USPTO patents (1976-2016). The task is: Predict the product of the given reaction. Given the reactants C(N(CC)CC)C.[CH2:8]([N:10]=[C:11]=S)[CH3:9].[CH3:13][C:14]1[C:15]([NH:29][CH2:30][CH:31]([CH3:33])[CH3:32])=[C:16]([NH2:28])[C:17]([O:21][C:22]2[CH:27]=[CH:26][CH:25]=[CH:24][CH:23]=2)=[N:18][C:19]=1[CH3:20], predict the reaction product. The product is: [CH2:8]([NH:10][C:11]1[N:29]([CH2:30][CH:31]([CH3:33])[CH3:32])[C:15]2[C:14]([CH3:13])=[C:19]([CH3:20])[N:18]=[C:17]([O:21][C:22]3[CH:23]=[CH:24][CH:25]=[CH:26][CH:27]=3)[C:16]=2[N:28]=1)[CH3:9].